Dataset: NCI-60 drug combinations with 297,098 pairs across 59 cell lines. Task: Regression. Given two drug SMILES strings and cell line genomic features, predict the synergy score measuring deviation from expected non-interaction effect. (1) Drug 1: CC12CCC3C(C1CCC2O)C(CC4=C3C=CC(=C4)O)CCCCCCCCCS(=O)CCCC(C(F)(F)F)(F)F. Drug 2: C1C(C(OC1N2C=NC3=C2NC=NCC3O)CO)O. Cell line: SF-539. Synergy scores: CSS=2.99, Synergy_ZIP=-0.886, Synergy_Bliss=-0.322, Synergy_Loewe=-5.74, Synergy_HSA=-3.55. (2) Drug 1: C1=CC(=C2C(=C1NCCNCCO)C(=O)C3=C(C=CC(=C3C2=O)O)O)NCCNCCO. Drug 2: CNC(=O)C1=NC=CC(=C1)OC2=CC=C(C=C2)NC(=O)NC3=CC(=C(C=C3)Cl)C(F)(F)F. Cell line: KM12. Synergy scores: CSS=65.5, Synergy_ZIP=-6.13, Synergy_Bliss=-5.05, Synergy_Loewe=-0.184, Synergy_HSA=0.933. (3) Drug 1: C1CCC(C1)C(CC#N)N2C=C(C=N2)C3=C4C=CNC4=NC=N3. Drug 2: COCCOC1=C(C=C2C(=C1)C(=NC=N2)NC3=CC=CC(=C3)C#C)OCCOC.Cl. Cell line: DU-145. Synergy scores: CSS=20.3, Synergy_ZIP=-3.49, Synergy_Bliss=2.70, Synergy_Loewe=1.82, Synergy_HSA=5.03. (4) Drug 1: C1=C(C(=O)NC(=O)N1)N(CCCl)CCCl. Drug 2: CC12CCC3C(C1CCC2O)C(CC4=C3C=CC(=C4)O)CCCCCCCCCS(=O)CCCC(C(F)(F)F)(F)F. Cell line: NCI-H460. Synergy scores: CSS=32.7, Synergy_ZIP=-0.242, Synergy_Bliss=1.27, Synergy_Loewe=-1.64, Synergy_HSA=0.739.